Dataset: Full USPTO retrosynthesis dataset with 1.9M reactions from patents (1976-2016). Task: Predict the reactants needed to synthesize the given product. (1) Given the product [CH2:1]([C:3]1[CH:8]=[C:7]([O:9][CH2:10][CH2:11][CH:12]([C:17]2[S:18][C:19]3[CH:26]=[C:25]([C:27]([F:28])([F:29])[F:30])[CH:24]=[CH:23][C:20]=3[C:21]=2[CH3:22])[CH2:13][CH2:14][O:15][CH3:16])[CH:6]=[CH:5][C:4]=1[O:31][CH2:32][C:33]([OH:35])=[O:34])[CH3:2], predict the reactants needed to synthesize it. The reactants are: [CH2:1]([C:3]1[CH:8]=[C:7]([O:9][CH2:10][CH2:11][CH:12]([C:17]2[S:18][C:19]3[CH:26]=[C:25]([C:27]([F:30])([F:29])[F:28])[CH:24]=[CH:23][C:20]=3[C:21]=2[CH3:22])[CH2:13][CH2:14][O:15][CH3:16])[CH:6]=[CH:5][C:4]=1[O:31][CH2:32][C:33]([O:35]CC)=[O:34])[CH3:2].[OH-].[Na+]. (2) Given the product [Cl:29][C:27]1[N:26]=[CH:25][N:24]=[C:23]([C:21]([C:2]2[CH:3]=[C:4]3[C:8](=[C:9]([CH3:11])[CH:10]=2)[N:7]([CH3:12])[N:6]=[CH:5]3)=[O:22])[CH:28]=1, predict the reactants needed to synthesize it. The reactants are: Br[C:2]1[CH:3]=[C:4]2[C:8](=[C:9]([CH3:11])[CH:10]=1)[N:7]([CH3:12])[N:6]=[CH:5]2.C([Li])CCC.CON(C)[C:21]([C:23]1[CH:28]=[C:27]([Cl:29])[N:26]=[CH:25][N:24]=1)=[O:22].C(=O)([O-])O.[Na+]. (3) Given the product [Cl:8][C:9]1[C:10]([F:35])=[C:11]([NH:15][C:16]2[C:25]3[C:20](=[CH:21][C:22]([O:28][C@H:29]4[CH2:34][CH2:33][CH2:32][N:31]([C:3](=[O:4])[CH2:2][N:49]5[CH2:50][CH2:51][N:46]([CH3:45])[CH2:47][CH2:48]5)[CH2:30]4)=[C:23]([O:26][CH3:27])[CH:24]=3)[N:19]=[CH:18][N:17]=2)[CH:12]=[CH:13][CH:14]=1, predict the reactants needed to synthesize it. The reactants are: Cl[CH2:2][C:3](Cl)=[O:4].Cl.Cl.[Cl:8][C:9]1[C:10]([F:35])=[C:11]([NH:15][C:16]2[C:25]3[C:20](=[CH:21][C:22]([O:28][C@H:29]4[CH2:34][CH2:33][CH2:32][NH:31][CH2:30]4)=[C:23]([O:26][CH3:27])[CH:24]=3)[N:19]=[CH:18][N:17]=2)[CH:12]=[CH:13][CH:14]=1.C(N(C(C)C)CC)(C)C.[CH3:45][N:46]1[CH2:51][CH2:50][NH:49][CH2:48][CH2:47]1. (4) Given the product [CH3:23][C:13]1[S:14][C:15]([C:16]2[CH:17]=[C:18]([CH3:22])[CH:19]=[CH:20][CH:21]=2)=[C:11]([C:9]([N:8]2[CH2:7][C@H:6]3[C@H:4]([CH2:5]3)[C@H:3]2[CH2:2][NH:1][C:34]([C:33]2[N:32]3[C:28]([S:29][CH:30]=[CH:31]3)=[N:27][C:26]=2[C:25]([F:37])([F:24])[F:38])=[O:35])=[O:10])[N:12]=1, predict the reactants needed to synthesize it. The reactants are: [NH2:1][CH2:2][C@H:3]1[N:8]([C:9]([C:11]2[N:12]=[C:13]([CH3:23])[S:14][C:15]=2[C:16]2[CH:17]=[C:18]([CH3:22])[CH:19]=[CH:20][CH:21]=2)=[O:10])[CH2:7][C@H:6]2[C@@H:4]1[CH2:5]2.[F:24][C:25]([F:38])([F:37])[C:26]1[N:27]=[C:28]2[N:32]([C:33]=1[C:34](O)=[O:35])[CH:31]=[CH:30][S:29]2. (5) Given the product [F:17][C:9]1[CH:10]=[CH:11][C:12]([NH2:14])=[CH:13][C:8]=1[C:3]1[C:2]([F:1])=[CH:7][CH:6]=[CH:5][N:4]=1, predict the reactants needed to synthesize it. The reactants are: [F:1][C:2]1[C:3]([C:8]2[CH:13]=[C:12]([N+:14]([O-])=O)[CH:11]=[CH:10][C:9]=2[F:17])=[N:4][CH:5]=[CH:6][CH:7]=1. (6) The reactants are: Cl[S:2]([C:5]1[CH:14]=[CH:13][C:8]([C:9]([O:11][CH3:12])=[O:10])=[CH:7][CH:6]=1)(=[O:4])=[O:3].[NH2:15][CH2:16][C:17]1[CH:18]=[C:19]2[C:23](=[CH:24][CH:25]=1)[N:22]([CH2:26][C:27]([CH3:30])([OH:29])[CH3:28])[N:21]=[CH:20]2. Given the product [OH:29][C:27]([CH3:30])([CH3:28])[CH2:26][N:22]1[C:23]2[C:19](=[CH:18][C:17]([CH2:16][NH:15][S:2]([C:5]3[CH:14]=[CH:13][C:8]([C:9]([O:11][CH3:12])=[O:10])=[CH:7][CH:6]=3)(=[O:4])=[O:3])=[CH:25][CH:24]=2)[CH:20]=[N:21]1, predict the reactants needed to synthesize it. (7) Given the product [OH:31][CH2:11][CH2:10][C:12]1[CH:13]=[CH:14][C:15]([O:20][C:21]2[CH:26]=[CH:25][CH:24]=[C:23]([C:27]([F:28])([F:29])[F:30])[CH:22]=2)=[C:16]([CH:19]=1)[C:17]#[N:18], predict the reactants needed to synthesize it. The reactants are: B1C2CCCC1CCC2.[CH:10]([C:12]1[CH:13]=[CH:14][C:15]([O:20][C:21]2[CH:26]=[CH:25][CH:24]=[C:23]([C:27]([F:30])([F:29])[F:28])[CH:22]=2)=[C:16]([CH:19]=1)[C:17]#[N:18])=[CH2:11].[O-:31]S([O-])=O.[Na+].[Na+].